Task: Predict the reaction yield, written as a fraction of the theoretical maximum amount of product (1.0 means a 100% yield; for example, 0.34 means a 34% yield).. Dataset: Reaction yield outcomes from USPTO patents with 853,638 reactions (1) The catalyst is CC#N. The product is [CH2:17]([CH:21]1[CH2:26][CH2:25][N:24]([CH2:2][C@H:3]([CH3:16])[CH2:4][N:5]2[C:10]3[CH:11]=[CH:12][CH:13]=[CH:14][C:9]=3[O:8][CH2:7][C:6]2=[O:15])[CH2:23][CH2:22]1)[CH2:18][CH2:19][CH3:20]. The yield is 0.170. The reactants are I[CH2:2][C@H:3]([CH3:16])[CH2:4][N:5]1[C:10]2[CH:11]=[CH:12][CH:13]=[CH:14][C:9]=2[O:8][CH2:7][C:6]1=[O:15].[CH2:17]([CH:21]1[CH2:26][CH2:25][NH:24][CH2:23][CH2:22]1)[CH2:18][CH2:19][CH3:20]. (2) The yield is 0.970. The catalyst is C(OCC)(=O)C.CCCCCC. The reactants are [C:1]([NH:5][C:6]([NH:8][C:9]1[C:10]([CH3:30])=[C:11]([CH:28]=[O:29])[C:12]2[O:16][CH2:15][C@H:14]([C:17]3[CH:22]=[CH:21][C:20]([CH:23]([CH3:25])[CH3:24])=[CH:19][CH:18]=3)[C:13]=2[C:26]=1[CH3:27])=[O:7])([CH3:4])([CH3:3])[CH3:2]. The product is [C:1]([NH:5][C:6]([NH:8][C:9]1[C:10]([CH3:30])=[C:11]([CH2:28][OH:29])[C:12]2[O:16][CH2:15][C@H:14]([C:17]3[CH:18]=[CH:19][C:20]([CH:23]([CH3:25])[CH3:24])=[CH:21][CH:22]=3)[C:13]=2[C:26]=1[CH3:27])=[O:7])([CH3:3])([CH3:2])[CH3:4]. (3) The reactants are [CH2:1]([O:8][C:9](=[O:26])[NH:10][CH2:11][CH2:12][CH2:13][CH2:14][CH2:15][C:16]([N:18]1[CH2:22][CH:21]([OH:23])[CH2:20][CH:19]1[CH2:24][OH:25])=O)[C:2]1[CH:7]=[CH:6][CH:5]=[CH:4][CH:3]=1.B.C1COCC1. The catalyst is C1COCC1. The product is [CH2:1]([O:8][C:9](=[O:26])[NH:10][CH2:11][CH2:12][CH2:13][CH2:14][CH2:15][CH2:16][N:18]1[CH2:22][CH:21]([OH:23])[CH2:20][CH:19]1[CH2:24][OH:25])[C:2]1[CH:7]=[CH:6][CH:5]=[CH:4][CH:3]=1. The yield is 0.920. (4) The reactants are [C:1]12([CH2:11][O:12][C:13]3[C:25]([CH:26]4[CH2:28][CH2:27]4)=[CH:24][C:16]([C:17]([O:19]C(C)(C)C)=[O:18])=[C:15]([F:29])[CH:14]=3)[CH2:10][CH:5]3[CH2:6][CH:7]([CH2:9][CH:3]([CH2:4]3)[CH2:2]1)[CH2:8]2.FC(F)(F)C(O)=O. The catalyst is ClCCl. The product is [C:1]12([CH2:11][O:12][C:13]3[C:25]([CH:26]4[CH2:27][CH2:28]4)=[CH:24][C:16]([C:17]([OH:19])=[O:18])=[C:15]([F:29])[CH:14]=3)[CH2:2][CH:3]3[CH2:4][CH:5]([CH2:6][CH:7]([CH2:9]3)[CH2:8]1)[CH2:10]2. The yield is 0.850. (5) The reactants are [Cl:1][C:2]1[CH:7]=[CH:6][C:5]([S:8]([N:11]([CH2:21][C:22]2[CH:37]=[CH:36][C:25]([C:26]([NH:28][C@H:29]([CH2:34][OH:35])[C:30]([O:32]C)=[O:31])=[O:27])=[CH:24][CH:23]=2)[C@H:12]([C:15]2[CH:20]=[CH:19][CH:18]=[CH:17][CH:16]=2)[CH2:13][CH3:14])(=[O:10])=[O:9])=[CH:4][CH:3]=1. The catalyst is C1COCC1.O.O[Li].O. The product is [Cl:1][C:2]1[CH:7]=[CH:6][C:5]([S:8]([N:11]([CH2:21][C:22]2[CH:37]=[CH:36][C:25]([C:26]([NH:28][C@H:29]([CH2:34][OH:35])[C:30]([OH:32])=[O:31])=[O:27])=[CH:24][CH:23]=2)[C@H:12]([C:15]2[CH:20]=[CH:19][CH:18]=[CH:17][CH:16]=2)[CH2:13][CH3:14])(=[O:10])=[O:9])=[CH:4][CH:3]=1. The yield is 0.910. (6) The reactants are CS(O[CH2:6][CH2:7][C:8]1[CH:13]=[CH:12][CH:11]=[C:10]([NH:14][C:15]2[N:24]=[CH:23][C:22]3[CH2:21][C@@H:20]([C:25]4[CH:30]=[CH:29][CH:28]=[CH:27][C:26]=4[F:31])[C:19]4[CH:32]=[CH:33][CH:34]=[CH:35][C:18]=4[C:17]=3[N:16]=2)[CH:9]=1)(=O)=O.[CH3:36][O:37][CH2:38][CH2:39][N:40]1[CH2:45][CH2:44][NH:43][CH2:42][CH2:41]1.C(N(CC)CC)C.O. The catalyst is CN(C)C(=O)C. The product is [F:31][C:26]1[CH:27]=[CH:28][CH:29]=[CH:30][C:25]=1[C@H:20]1[C:19]2[CH:32]=[CH:33][CH:34]=[CH:35][C:18]=2[C:17]2[N:16]=[C:15]([NH:14][C:10]3[CH:11]=[CH:12][CH:13]=[C:8]([CH2:7][CH2:6][N:43]4[CH2:44][CH2:45][N:40]([CH2:39][CH2:38][O:37][CH3:36])[CH2:41][CH2:42]4)[CH:9]=3)[N:24]=[CH:23][C:22]=2[CH2:21]1. The yield is 0.930. (7) The reactants are [C:1]([C:3]1[CH:4]=[CH:5][C:6]([C:9]([N:11]2[CH2:30][CH2:29][C:14]3[N:15]=[C:16]([NH:19][CH:20]4[CH2:28][C:27]5[C:22](=[CH:23][CH:24]=[CH:25][CH:26]=5)[CH2:21]4)[N:17]=[CH:18][C:13]=3[CH2:12]2)=[O:10])=[N:7][CH:8]=1)#[CH:2].CN(C)C=O.[Na].O=C1O[C@H]([C@H](CO)O)C(O)=C1O.[N:49]([Si](C)(C)C)=[N+:50]=[N-:51]. The catalyst is O.O.O.O.O.S([O-])([O-])(=O)=O.[Cu+2].O. The product is [CH2:28]1[C:27]2[C:22](=[CH:23][CH:24]=[CH:25][CH:26]=2)[CH2:21][CH:20]1[NH:19][C:16]1[N:17]=[CH:18][C:13]2[CH2:12][N:11]([C:9]([C:6]3[CH:5]=[CH:4][C:3]([C:1]4[N:49]=[N:50][NH:51][CH:2]=4)=[CH:8][N:7]=3)=[O:10])[CH2:30][CH2:29][C:14]=2[N:15]=1. The yield is 0.0800. (8) The reactants are C([O:3][C:4](=[O:34])[CH2:5][CH2:6][C:7]1[CH:12]=[CH:11][C:10]([O:13][C:14]2[CH:19]=[C:18]([CH3:20])[CH:17]=[C:16]([O:21][C:22]3[CH:27]=[CH:26][C:25]([C:28]([F:31])([F:30])[F:29])=[CH:24][C:23]=3Br)[CH:15]=2)=[CH:9][C:8]=1[CH3:33])C.[C:35]([C:38]1[CH:43]=[CH:42][C:41](B(O)O)=[CH:40][CH:39]=1)(=[O:37])[CH3:36]. No catalyst specified. The product is [C:35]([C:38]1[CH:43]=[CH:42][C:41]([C:27]2[CH:26]=[C:25]([C:28]([F:30])([F:31])[F:29])[CH:24]=[CH:23][C:22]=2[O:21][C:16]2[CH:15]=[C:14]([CH:19]=[C:18]([CH3:20])[CH:17]=2)[O:13][C:10]2[CH:11]=[CH:12][C:7]([CH2:6][CH2:5][C:4]([OH:34])=[O:3])=[C:8]([CH3:33])[CH:9]=2)=[CH:40][CH:39]=1)(=[O:37])[CH3:36]. The yield is 0.260.